This data is from Reaction yield outcomes from USPTO patents with 853,638 reactions. The task is: Predict the reaction yield, written as a fraction of the theoretical maximum amount of product (1.0 means a 100% yield; for example, 0.34 means a 34% yield). (1) The reactants are [CH3:1][O:2][C:3]([N:5]1[CH2:10][CH2:9][CH:8]([C:11]2[C:12]3[CH:23]=[CH:22][C:21]([C:24]([F:27])([F:26])[F:25])=[CH:20][C:13]=3[S:14][C:15]=2[C:16]([O:18]C)=[O:17])[CH2:7][CH2:6]1)=[O:4].[OH-].[Na+]. The catalyst is C1COCC1.O. The product is [CH3:1][O:2][C:3]([N:5]1[CH2:6][CH2:7][CH:8]([C:11]2[C:12]3[CH:23]=[CH:22][C:21]([C:24]([F:27])([F:25])[F:26])=[CH:20][C:13]=3[S:14][C:15]=2[C:16]([OH:18])=[O:17])[CH2:9][CH2:10]1)=[O:4]. The yield is 0.920. (2) The reactants are [Cl:1][C:2]1[C:7]([S:8]([N:11]2[C:15]([C:16]3[CH:21]=[CH:20][CH:19]=[CH:18][CH:17]=3)=[CH:14][C:13]([CH2:22][N:23](C)[C:24](=O)OC(C)(C)C)=[CH:12]2)(=[O:10])=[O:9])=[CH:6][CH:5]=[CH:4][N:3]=1.C(OCC)(=O)C.Cl. The catalyst is C(OCC)(=O)C. The product is [ClH:1].[Cl:1][C:2]1[C:7]([S:8]([N:11]2[C:15]([C:16]3[CH:21]=[CH:20][CH:19]=[CH:18][CH:17]=3)=[CH:14][C:13]([CH2:22][NH:23][CH3:24])=[CH:12]2)(=[O:9])=[O:10])=[CH:6][CH:5]=[CH:4][N:3]=1. The yield is 0.490. (3) The reactants are FC(F)(F)S(O[C:7]1[C:15]2[O:14][C:13]([CH:16]3[CH2:18][CH2:17]3)=[N:12][C:11]=2[C:10]([C:19]#[N:20])=[C:9]([CH3:21])[C:8]=1[C:22]1[CH:27]=[CH:26][CH:25]=[CH:24][CH:23]=1)(=O)=O.C(N(CC)CC)C.[CH2:37]([OH:40])[CH:38]=[CH2:39]. The catalyst is CN(C)C=O.C1(P(C2C=CC=CC=2)[C-]2C=CC=C2)C=CC=CC=1.[C-]1(P(C2C=CC=CC=2)C2C=CC=CC=2)C=CC=C1.[Fe+2].C([O-])(=O)C.[Pd+2].C([O-])(=O)C. The product is [CH:16]1([C:13]2[O:14][C:15]3[C:11](=[C:10]([C:19]#[N:20])[C:9]([CH3:21])=[C:8]([C:22]4[CH:27]=[CH:26][CH:25]=[CH:24][CH:23]=4)[C:7]=3[C:38]([CH2:37][OH:40])=[CH2:39])[N:12]=2)[CH2:17][CH2:18]1. The yield is 0.320. (4) The reactants are [I:1][C:2]1[CH:8]=[C:7]([N+:9]([O-:11])=[O:10])[CH:6]=[CH:5][C:3]=1[NH2:4].[Si:12]([O:19][CH2:20][CH:21]=O)([C:15]([CH3:18])([CH3:17])[CH3:16])([CH3:14])[CH3:13].C(O)(C(F)(F)F)=O.[BH3-]C#N.[Na+]. The catalyst is CO. The product is [C:15]([Si:12]([CH3:14])([CH3:13])[O:19][CH2:20][CH2:21][NH:4][C:3]1[CH:5]=[CH:6][C:7]([N+:9]([O-:11])=[O:10])=[CH:8][C:2]=1[I:1])([CH3:18])([CH3:17])[CH3:16]. The yield is 0.250. (5) The reactants are C[O:2][C:3](=O)[C:4]([NH:16][C:17](=[O:36])[C:18]1[CH:23]=[C:22]([C:24]#[C:25][C:26]2[CH:31]=[CH:30][CH:29]=[CH:28][CH:27]=2)[CH:21]=[CH:20][C:19]=1[O:32][CH:33]([CH3:35])[CH3:34])([CH3:15])[CH2:5][C:6]1[C:14]2[C:9](=[CH:10][CH:11]=[CH:12][CH:13]=2)[NH:8][CH:7]=1.[BH4-].[Li+]. The catalyst is C1COCC1. The product is [OH:2][CH2:3][C:4]([NH:16][C:17](=[O:36])[C:18]1[CH:23]=[C:22]([C:24]#[C:25][C:26]2[CH:31]=[CH:30][CH:29]=[CH:28][CH:27]=2)[CH:21]=[CH:20][C:19]=1[O:32][CH:33]([CH3:34])[CH3:35])([CH3:15])[CH2:5][C:6]1[C:14]2[C:9](=[CH:10][CH:11]=[CH:12][CH:13]=2)[NH:8][CH:7]=1. The yield is 0.600. (6) The reactants are Cl.[CH3:2][C@@H:3]1[CH2:8][CH2:7][NH:6][CH2:5][C@@H:4]1[C:9]1[N:13]2[C:14]3[CH:20]=[CH:19][NH:18][C:15]=3[N:16]=[CH:17][C:12]2=[CH:11][N:10]=1.C1COCC1.Cl[C:27]([O:29][C:30]1[CH:35]=[CH:34][CH:33]=[CH:32][CH:31]=1)=[O:28]. The catalyst is CC#N.CN(C1C=CN=CC=1)C.C(Cl)Cl. The product is [C:9]1([C@@H:4]2[C@H:3]([CH3:2])[CH2:8][CH2:7][N:6]([C:27]([O:29][C:30]3[CH:35]=[CH:34][CH:33]=[CH:32][CH:31]=3)=[O:28])[CH2:5]2)[N:13]2[C:14]3[CH:20]=[CH:19][NH:18][C:15]=3[N:16]=[CH:17][C:12]2=[CH:11][N:10]=1. The yield is 0.110. (7) The reactants are C(O)(C(F)(F)F)=O.[NH2:8][C:9]1[C:10]([C:27]([NH:29][C:30]2[C:35]([N:36]3[CH2:41][CH2:40][C:39]([NH:43]C(=O)OC(C)(C)C)([CH3:42])[CH2:38][CH2:37]3)=[CH:34][CH:33]=[CH:32][N:31]=2)=[O:28])=[N:11][C:12]([C:15]2[C:24]3[C:19](=[CH:20][CH:21]=[C:22]([F:25])[CH:23]=3)[N:18]=[C:17]([CH3:26])[N:16]=2)=[CH:13][N:14]=1. The catalyst is C(Cl)Cl. The product is [NH2:8][C:9]1[C:10]([C:27]([NH:29][C:30]2[C:35]([N:36]3[CH2:41][CH2:40][C:39]([NH2:43])([CH3:42])[CH2:38][CH2:37]3)=[CH:34][CH:33]=[CH:32][N:31]=2)=[O:28])=[N:11][C:12]([C:15]2[C:24]3[C:19](=[CH:20][CH:21]=[C:22]([F:25])[CH:23]=3)[N:18]=[C:17]([CH3:26])[N:16]=2)=[CH:13][N:14]=1. The yield is 0.700. (8) The reactants are C1COC23OCCOC2([C@]2(CC[C@H]4[C@@H](C[C@H](C)C5[C@]4(C)CCCC5)[C@@H]2C3)C)O1.[CH2:29]=[C:30]1[CH:47]2[C@:42]([CH3:49])([CH2:43][CH2:44][C:45](=[O:48])[CH2:46]2)[C@@H:41]2[C@H:32]([C@H:33]3[C@@:37]([CH2:39][CH2:40]2)([CH3:38])[C:36](=[O:50])[CH2:35][CH2:34]3)[CH2:31]1. No catalyst specified. The product is [CH3:29][C@@H:30]1[CH:47]2[C@:42]([CH3:49])([CH2:43][CH2:44][C:45](=[O:48])[CH2:46]2)[C@@H:41]2[C@H:32]([C@H:33]3[C@@:37]([CH2:39][CH2:40]2)([CH3:38])[C:36](=[O:50])[CH2:35][CH2:34]3)[CH2:31]1. The yield is 0.940. (9) The yield is 0.670. The reactants are [Cl-].O[NH3+:3].[C:4](=[O:7])([O-])[OH:5].[Na+].CS(C)=O.[CH2:13]([C:17]1[N:18]=[C:19]([CH3:47])[N:20]([CH2:39][C:40]2[CH:45]=[CH:44][CH:43]=[CH:42][C:41]=2[Cl:46])[C:21](=[O:38])[C:22]=1[CH2:23][C:24]1[CH:29]=[CH:28][C:27]([C:30]2[C:31]([C:36]#[N:37])=[CH:32][CH:33]=[CH:34][CH:35]=2)=[CH:26][CH:25]=1)[CH2:14][CH2:15][CH3:16]. The product is [CH2:13]([C:17]1[N:18]=[C:19]([CH3:47])[N:20]([CH2:39][C:40]2[CH:45]=[CH:44][CH:43]=[CH:42][C:41]=2[Cl:46])[C:21](=[O:38])[C:22]=1[CH2:23][C:24]1[CH:25]=[CH:26][C:27]([C:30]2[CH:35]=[CH:34][CH:33]=[CH:32][C:31]=2[C:36]2[NH:3][C:4](=[O:7])[O:5][N:37]=2)=[CH:28][CH:29]=1)[CH2:14][CH2:15][CH3:16]. The catalyst is C(OCC)(=O)C. (10) The reactants are [CH3:1][C:2]1[CH:3]([CH2:10][NH:11][C:12]([C:14]2[C:22]3[C:17](=[CH:18][CH:19]=[CH:20][CH:21]=3)[N:16]([CH:23]([C:25]3[CH:30]=[CH:29][CH:28]=[C:27](Br)[CH:26]=3)[CH3:24])[C:15]=2[CH3:32])=[O:13])[C:4](=[O:9])[N:5]=[C:6]([CH3:8])[CH:7]=1.Cl[C:34]1[CH:39]=[CH:38][N:37]=[CH:36][N:35]=1.C(=O)([O-])[O-].[K+].[K+]. The catalyst is [Pd](Cl)Cl.C1(P(C2C=CC=CC=2)[C-]2C=CC=C2)C=CC=CC=1.[C-]1(P(C2C=CC=CC=2)C2C=CC=CC=2)C=CC=C1.[Fe+2].O. The product is [CH3:1][C:2]1[CH:7]=[C:6]([CH3:8])[NH:5][C:4](=[O:9])[C:3]=1[CH2:10][NH:11][C:12]([C:14]1[C:22]2[C:17](=[CH:18][CH:19]=[CH:20][CH:21]=2)[N:16]([CH:23]([C:25]2[CH:30]=[CH:29][CH:28]=[C:27]([C:34]3[CH:39]=[CH:38][N:37]=[CH:36][N:35]=3)[CH:26]=2)[CH3:24])[C:15]=1[CH3:32])=[O:13]. The yield is 0.350.